This data is from Reaction yield outcomes from USPTO patents with 853,638 reactions. The task is: Predict the reaction yield, written as a fraction of the theoretical maximum amount of product (1.0 means a 100% yield; for example, 0.34 means a 34% yield). (1) The reactants are [CH3:1][O:2][C:3]([C:5]1[CH:6]=[C:7]([C:12]2[CH:17]=[CH:16][C:15]([CH3:18])=[CH:14][CH:13]=2)[CH:8]=[C:9]([NH2:11])[CH:10]=1)=[O:4].N1C=CC=CC=1.[C:25](OC(=O)C)(=[O:27])[CH3:26]. The catalyst is C(Cl)Cl.C(OCC)(=O)C. The product is [CH3:1][O:2][C:3]([C:5]1[CH:6]=[C:7]([C:12]2[CH:17]=[CH:16][C:15]([CH3:18])=[CH:14][CH:13]=2)[CH:8]=[C:9]([NH:11][C:25](=[O:27])[CH3:26])[CH:10]=1)=[O:4]. The yield is 1.00. (2) The reactants are [F:1][C:2]([F:7])([F:6])[C:3]([OH:5])=[O:4].[CH2:8]([N:10](C)[C:11]1[N:16]=[CH:15][C:14]([C:17]2[CH:18]=[C:19]3[C:23](=[C:24]([C:26]([NH2:28])=[O:27])[CH:25]=2)[NH:22][CH:21]=[C:20]3[CH:29]2[CH2:34][CH2:33][N:32]([S:35]([CH2:38][CH3:39])(=[O:37])=[O:36])[CH2:31][CH2:30]2)=[CH:13][CH:12]=1)[CH3:9].[CH3:41]NC. No catalyst specified. The product is [F:1][C:2]([F:7])([F:6])[C:3]([OH:5])=[O:4].[CH2:38]([S:35]([N:32]1[CH2:31][CH2:30][CH:29]([C:20]2[C:19]3[C:23](=[C:24]([C:26]([NH2:28])=[O:27])[CH:25]=[C:17]([C:14]4[CH:15]=[N:16][C:11]([NH:10][CH:8]([CH3:41])[CH3:9])=[CH:12][CH:13]=4)[CH:18]=3)[NH:22][CH:21]=2)[CH2:34][CH2:33]1)(=[O:36])=[O:37])[CH3:39]. The yield is 0.145. (3) The reactants are [OH:1][C:2]1[CH:3]=[C:4]([C:8]2[NH:9][C:10](=[O:17])[C:11]3[S:16][CH:15]=[CH:14][C:12]=3[N:13]=2)[CH:5]=[CH:6][CH:7]=1.[C:18]([O-])(=[O:20])[CH3:19].[Na+]. The catalyst is C(OC(=O)C)(=O)C. The product is [O:17]=[C:10]1[NH:9][C:8]([C:4]2[CH:3]=[C:2]([O:1][C:18](=[O:20])[CH3:19])[CH:7]=[CH:6][CH:5]=2)=[N:13][C:12]2[CH:14]=[CH:15][S:16][C:11]1=2. The yield is 0.820. (4) The reactants are [F:1][C:2]1[C:7]([C:8]([O:10][CH3:11])=[O:9])=[C:6]([O:12][CH3:13])[C:5]([NH:14][S:15]([CH2:18][CH2:19][CH3:20])(=[O:17])=[O:16])=[CH:4][CH:3]=1.CN(C)C=O.[H-].[Na+].[CH3:28][O:29][C:30]1[CH:37]=[CH:36][C:33]([CH2:34]Cl)=[CH:32][CH:31]=1. No catalyst specified. The product is [F:1][C:2]1[C:7]([C:8]([O:10][CH3:11])=[O:9])=[C:6]([O:12][CH3:13])[C:5]([N:14]([CH2:34][C:33]2[CH:36]=[CH:37][C:30]([O:29][CH3:28])=[CH:31][CH:32]=2)[S:15]([CH2:18][CH2:19][CH3:20])(=[O:17])=[O:16])=[CH:4][CH:3]=1. The yield is 0.570. (5) The reactants are C[O:2][C:3](=[O:27])[C:4]1[CH:9]=[C:8]([C:10]#[C:11][C:12]2[CH:17]=[CH:16][C:15]([C:18](=[O:21])[NH:19][CH3:20])=[CH:14][CH:13]=2)[CH:7]=[CH:6][C:5]=1[O:22][C:23]([F:26])([F:25])[F:24].[OH-].[K+]. The catalyst is CO. The product is [CH3:20][NH:19][C:18]([C:15]1[CH:14]=[CH:13][C:12]([C:11]#[C:10][C:8]2[CH:7]=[CH:6][C:5]([O:22][C:23]([F:24])([F:25])[F:26])=[C:4]([CH:9]=2)[C:3]([OH:27])=[O:2])=[CH:17][CH:16]=1)=[O:21]. The yield is 0.910.